Predict the reactants needed to synthesize the given product. From a dataset of Full USPTO retrosynthesis dataset with 1.9M reactions from patents (1976-2016). Given the product [CH2:1]([N:8]([CH2:25][C@@H:26]([O:39][CH:43]([O:45][CH2:46][CH3:47])[CH3:44])[CH2:27][O:28][S:29]([C:32]1[CH:33]=[CH:34][C:35]([CH3:38])=[CH:36][CH:37]=1)(=[O:31])=[O:30])[C@@H:9]([CH2:20][C:21]([O:23][CH3:24])=[O:22])[C:10]([O:12][CH2:13][C:14]1[CH:19]=[CH:18][CH:17]=[CH:16][CH:15]=1)=[O:11])[C:2]1[CH:7]=[CH:6][CH:5]=[CH:4][CH:3]=1, predict the reactants needed to synthesize it. The reactants are: [CH2:1]([N:8]([CH2:25][C@@H:26]([OH:39])[CH2:27][O:28][S:29]([C:32]1[CH:37]=[CH:36][C:35]([CH3:38])=[CH:34][CH:33]=1)(=[O:31])=[O:30])[C@@H:9]([CH2:20][C:21]([O:23][CH3:24])=[O:22])[C:10]([O:12][CH2:13][C:14]1[CH:19]=[CH:18][CH:17]=[CH:16][CH:15]=1)=[O:11])[C:2]1[CH:7]=[CH:6][CH:5]=[CH:4][CH:3]=1.C(Cl)Cl.[CH:43]([O:45][CH2:46][CH3:47])=[CH2:44].C1(C)C=CC(S([O-])(=O)=O)=CC=1.[NH+]1C=CC=CC=1.